This data is from Reaction yield outcomes from USPTO patents with 853,638 reactions. The task is: Predict the reaction yield, written as a fraction of the theoretical maximum amount of product (1.0 means a 100% yield; for example, 0.34 means a 34% yield). (1) The reactants are F[C:2]1[C:11]2[C@H:12]([NH:14][C:15](=[O:21])[O:16][C:17]([CH3:20])([CH3:19])[CH3:18])[CH2:13][N:9]3[C:10]=2[C:5]([CH:6]=[CH:7][C:8]3=[O:22])=[CH:4][CH:3]=1.[Li+].[OH-].C1C[O:28][CH2:27]C1.CO. No catalyst specified. The product is [CH3:27][O:28][C:2]1[C:11]2[C@H:12]([NH:14][C:15](=[O:21])[O:16][C:17]([CH3:20])([CH3:19])[CH3:18])[CH2:13][N:9]3[C:10]=2[C:5]([CH:6]=[CH:7][C:8]3=[O:22])=[CH:4][CH:3]=1. The yield is 0.910. (2) The reactants are [Br:1][C:2]1[CH:3]=[C:4]([O:20][CH3:21])[C:5]([Cl:19])=[C:6]([C:8]([C:10]2[CH:15]=[CH:14][C:13]([O:16][CH2:17][CH3:18])=[CH:12][CH:11]=2)=O)[CH:7]=1.C([SiH](CC)CC)C.B(F)(F)F.CCOCC.C([O-])([O-])=O.[K+].[K+]. The catalyst is C(Cl)Cl.CC#N. The product is [Br:1][C:2]1[CH:3]=[C:4]([O:20][CH3:21])[C:5]([Cl:19])=[C:6]([CH2:8][C:10]2[CH:11]=[CH:12][C:13]([O:16][CH2:17][CH3:18])=[CH:14][CH:15]=2)[CH:7]=1. The yield is 0.870.